This data is from Full USPTO retrosynthesis dataset with 1.9M reactions from patents (1976-2016). The task is: Predict the reactants needed to synthesize the given product. Given the product [Br:1][C:2]1[N:3]=[C:4]([NH:14][C:10]([CH3:13])([CH3:12])[CH3:11])[C:5]([CH3:8])=[CH:6][CH:7]=1, predict the reactants needed to synthesize it. The reactants are: [Br:1][C:2]1[CH:7]=[CH:6][C:5]([CH3:8])=[CH:4][N+:3]=1[O-].[C:10]([NH2:14])([CH3:13])([CH3:12])[CH3:11].C1(C)C=CC(S(OS(C2C=CC(C)=CC=2)(=O)=O)(=O)=O)=CC=1.